The task is: Predict the product of the given reaction.. This data is from Forward reaction prediction with 1.9M reactions from USPTO patents (1976-2016). (1) Given the reactants C(Cl)(=O)C(Cl)=O.[Br:7][C:8]1[CH:16]=[CH:15][C:11]([C:12](O)=[O:13])=[CH:10][C:9]=1[F:17].Cl.[CH3:19][NH:20]OC.[C:23](=O)([O-])[O-].[K+].[K+], predict the reaction product. The product is: [Br:7][C:8]1[CH:16]=[CH:15][C:11]([C:12]([N:20]([CH3:19])[CH3:23])=[O:13])=[CH:10][C:9]=1[F:17]. (2) Given the reactants [Cl:1][C:2]1[C:10]([Cl:11])=[CH:9][CH:8]=[CH:7][C:3]=1[C:4]([OH:6])=O.[CH:12]1([CH2:15][CH:16]([C:19]2[CH:20]=[N:21][C:22]([CH:25]([F:27])[F:26])=[CH:23][CH:24]=2)[CH2:17][NH2:18])[CH2:14][CH2:13]1, predict the reaction product. The product is: [Cl:1][C:2]1[C:10]([Cl:11])=[CH:9][CH:8]=[CH:7][C:3]=1[C:4]([NH:18][CH2:17][CH:16]([C:19]1[CH:20]=[N:21][C:22]([CH:25]([F:27])[F:26])=[CH:23][CH:24]=1)[CH2:15][CH:12]1[CH2:13][CH2:14]1)=[O:6]. (3) Given the reactants [CH2:1]([N:3]1[CH2:8][CH2:7][N:6]([C:9]2[CH:10]=[CH:11][C:12]([N+:16]([O-])=O)=[C:13]([NH2:15])[CH:14]=2)[CH2:5][CH2:4]1)[CH3:2], predict the reaction product. The product is: [CH2:1]([N:3]1[CH2:4][CH2:5][N:6]([C:9]2[CH:14]=[C:13]([NH2:15])[C:12]([NH2:16])=[CH:11][CH:10]=2)[CH2:7][CH2:8]1)[CH3:2]. (4) Given the reactants Br[C:2]1[CH:3]=[C:4]2[C:9](=[CH:10][CH:11]=1)[N:8]([C:12](=[O:14])[CH3:13])[C@@H:7]([CH:15]1[CH2:17][CH2:16]1)[C@H:6]([CH3:18])[C@H:5]2[NH:19][C:20]1[N:25]=[CH:24][CH:23]=[CH:22][N:21]=1.[O:26]=[C:27]1[NH:32][CH2:31][CH2:30][N:29]([C:33]([O:35][C:36]([CH3:39])([CH3:38])[CH3:37])=[O:34])[CH2:28]1.CN[C@@H]1CCCC[C@H]1NC.C([O-])([O-])=O.[K+].[K+], predict the reaction product. The product is: [C:12]([N:8]1[C:9]2[C:4](=[CH:3][C:2]([N:32]3[CH2:31][CH2:30][N:29]([C:33]([O:35][C:36]([CH3:38])([CH3:37])[CH3:39])=[O:34])[CH2:28][C:27]3=[O:26])=[CH:11][CH:10]=2)[C@H:5]([NH:19][C:20]2[N:25]=[CH:24][CH:23]=[CH:22][N:21]=2)[C@@H:6]([CH3:18])[C@@H:7]1[CH:15]1[CH2:16][CH2:17]1)(=[O:14])[CH3:13].